This data is from Forward reaction prediction with 1.9M reactions from USPTO patents (1976-2016). The task is: Predict the product of the given reaction. (1) Given the reactants S(O)(O)(=O)=O.[NH2:6][OH:7].C([O-])(=O)C.[Na+].[F:13][C:14]1[C:19]([C:20](=O)[CH3:21])=[CH:18][CH:17]=[C:16]([F:23])[N:15]=1.O, predict the reaction product. The product is: [F:13][C:14]1[C:19]([C:20](=[N:6][OH:7])[CH3:21])=[CH:18][CH:17]=[C:16]([F:23])[N:15]=1. (2) Given the reactants [Cl-].[NH4+:2].C([NH:5][C:6]1[C:11]([N+]([O-])=O)=[CH:10][CH:9]=[CH:8][C:7]=1[F:15])C.[CH2:16](O)[CH3:17], predict the reaction product. The product is: [CH3:16][CH2:17][NH:2][C:11]1[C:6]([NH2:5])=[C:7]([F:15])[CH:8]=[CH:9][CH:10]=1.